From a dataset of Catalyst prediction with 721,799 reactions and 888 catalyst types from USPTO. Predict which catalyst facilitates the given reaction. (1) Reactant: [NH:1]1[CH2:4][CH:3]([O:5][C:6]2[CH:11]=[CH:10][C:9]([CH2:12][N:13]([CH3:15])[CH3:14])=[CH:8][C:7]=2[CH3:16])[CH2:2]1.[C:17]1([C:23]2[O:27][C:26]([C:28](OCC)=[O:29])=[N:25][N:24]=2)[CH:22]=[CH:21][CH:20]=[CH:19][CH:18]=1. Product: [CH3:14][N:13]([CH3:15])[CH2:12][C:9]1[CH:10]=[CH:11][C:6]([O:5][CH:3]2[CH2:2][N:1]([C:28]([C:26]3[O:27][C:23]([C:17]4[CH:18]=[CH:19][CH:20]=[CH:21][CH:22]=4)=[N:24][N:25]=3)=[O:29])[CH2:4]2)=[C:7]([CH3:16])[CH:8]=1. The catalyst class is: 14. (2) Product: [Cl:9][C:10]1[N:11]=[CH:12][N:13]=[C:14]([NH:6][C:2]2[S:1][CH:5]=[CH:4][N:3]=2)[CH:15]=1. The catalyst class is: 1. Reactant: [S:1]1[CH:5]=[CH:4][N:3]=[C:2]1[NH2:6].[H-].[Na+].[Cl:9][C:10]1[CH:15]=[C:14](Cl)[N:13]=[CH:12][N:11]=1. (3) Reactant: [Cl:1][C:2]1[CH:7]=[C:6]([O:8][CH2:9][CH2:10][C@@H:11]2[CH2:13][C@@H:12]2[CH:14]2[CH2:19][CH2:18][N:17]([C:20]3[N:25]=[CH:24][C:23]([CH2:26][O:27][CH3:28])=[CH:22][N:21]=3)[CH2:16][CH2:15]2)[CH:5]=[CH:4][C:3]=1[CH2:29][C:30](O)=[O:31].[CH3:33][NH:34][CH3:35].CCN(C(C)C)C(C)C.CN(C(ON1N=NC2C=CC=NC1=2)=[N+](C)C)C.F[P-](F)(F)(F)(F)F. Product: [Cl:1][C:2]1[CH:7]=[C:6]([O:8][CH2:9][CH2:10][C@@H:11]2[CH2:13][C@@H:12]2[CH:14]2[CH2:15][CH2:16][N:17]([C:20]3[N:21]=[CH:22][C:23]([CH2:26][O:27][CH3:28])=[CH:24][N:25]=3)[CH2:18][CH2:19]2)[CH:5]=[CH:4][C:3]=1[CH2:29][C:30]([N:34]([CH3:35])[CH3:33])=[O:31]. The catalyst class is: 3. (4) Reactant: [H-].[Li+].[F:3][C:4]1[CH:13]=[C:12]2[C:7]([N:8]=[CH:9][C:10](=[O:14])[NH:11]2)=[CH:6][CH:5]=1.Br[CH2:16][CH2:17][CH:18]1[O:22][CH2:21][CH2:20][O:19]1.O. Product: [O:19]1[CH2:20][CH2:21][O:22][CH:18]1[CH2:17][CH2:16][N:11]1[C:12]2[C:7](=[CH:6][CH:5]=[C:4]([F:3])[CH:13]=2)[N:8]=[CH:9][C:10]1=[O:14]. The catalyst class is: 9.